From a dataset of Full USPTO retrosynthesis dataset with 1.9M reactions from patents (1976-2016). Predict the reactants needed to synthesize the given product. (1) Given the product [NH:1]1[C:9]2[C:4](=[CH:5][CH:6]=[CH:7][CH:8]=2)[CH:3]=[C:2]1[C:10]1[C:18]2[C:13](=[N:14][CH:15]=[C:16]([C:19]3[CH:20]=[C:21]([NH:25][C:26](=[O:29])[CH:27]=[CH2:28])[CH:22]=[CH:23][CH:24]=3)[N:17]=2)[NH:12][CH:11]=1, predict the reactants needed to synthesize it. The reactants are: [NH:1]1[C:9]2[C:4](=[CH:5][CH:6]=[CH:7][CH:8]=2)[CH:3]=[C:2]1[C:10]1[C:18]2[C:13](=[N:14][CH:15]=[C:16]([C:19]3[CH:20]=[C:21]([NH:25][C:26](=[O:29])[CH:27]=[CH2:28])[CH:22]=[CH:23][CH:24]=3)[N:17]=2)[N:12](C(C2C=CC=CC=2)(C2C=CC=CC=2)C2C=CC=CC=2)[CH:11]=1.FC(F)(F)C(O)=O. (2) Given the product [ClH:32].[CH3:14][C:9]([C:11]([O:13][CH:15]1[CH2:19][CH2:18][CH2:17][CH2:16]1)=[O:12])([CH3:10])[NH2:8], predict the reactants needed to synthesize it. The reactants are: C(OC([NH:8][C:9]([CH3:14])([C:11]([OH:13])=[O:12])[CH3:10])=O)(C)(C)C.[CH:15]1(O)[CH2:19][CH2:18][CH2:17][CH2:16]1.CCN=C=NCCCN(C)C.[ClH:32]. (3) Given the product [OH:1][C@H:2]1[C@:6]2([CH3:20])[CH2:7][C@H:8]3[C@H:17]([CH2:18][C@H:5]2[CH2:4][CH2:3]1)[C@@H:16]1[C@@H:11]([CH2:12][C:13](=[O:19])[CH2:14][CH2:15]1)[CH2:10][CH2:9]3, predict the reactants needed to synthesize it. The reactants are: [OH:1][C@H:2]1[C@:6]2([CH3:20])[CH2:7][C@H:8]3[C@H:17]([CH2:18][C@H:5]2[CH2:4][CH2:3]1)[C@@H:16]1[C:11](=[CH:12][C:13](=[O:19])[CH2:14][CH2:15]1)[CH2:10][CH2:9]3. (4) The reactants are: Br[C:2]1[CH:7]=[CH:6][C:5](/[C:8](/[CH3:15])=[CH:9]/[C:10]([O:12][CH2:13][CH3:14])=[O:11])=[CH:4][CH:3]=1.[CH:16]([C:19]1[CH:24]=[CH:23][C:22](B(O)O)=[CH:21][CH:20]=1)([CH3:18])[CH3:17]. Given the product [CH:16]([C:19]1[CH:24]=[CH:23][C:22]([C:2]2[CH:7]=[CH:6][C:5](/[C:8](/[CH3:15])=[CH:9]/[C:10]([O:12][CH2:13][CH3:14])=[O:11])=[CH:4][CH:3]=2)=[CH:21][CH:20]=1)([CH3:18])[CH3:17], predict the reactants needed to synthesize it. (5) Given the product [Br:1][C:2]1[CH:7]=[C:6]([F:8])[C:5]([O:9][CH:11]2[CH2:15][CH2:14][CH2:13][CH2:12]2)=[C:4]([F:10])[CH:3]=1, predict the reactants needed to synthesize it. The reactants are: [Br:1][C:2]1[CH:7]=[C:6]([F:8])[C:5]([OH:9])=[C:4]([F:10])[CH:3]=1.[CH:11]1(O)[CH2:15][CH2:14][CH2:13][CH2:12]1.C1(P(C2C=CC=CC=2)C2C=CC=CC=2)C=CC=CC=1.CC(OC(/N=N/C(OC(C)C)=O)=O)C. (6) Given the product [Cl:21][C:14]1[N:15]=[CH:16][C:17]2[NH:18][C:3](=[O:2])[C:4]([F:23])([F:22])[CH2:5][N:6]([CH:7]3[CH2:11][CH2:10][CH2:9][CH2:8]3)[C:12]=2[N:13]=1, predict the reactants needed to synthesize it. The reactants are: C[O:2][C:3](=O)[C:4]([F:23])([F:22])[CH2:5][N:6]([C:12]1[C:17]([N+:18]([O-])=O)=[CH:16][N:15]=[C:14]([Cl:21])[N:13]=1)[CH:7]1[CH2:11][CH2:10][CH2:9][CH2:8]1. (7) Given the product [S:11]([N:8]1[C:5]2=[N:6][CH:7]=[C:2]([NH:22][C:21](=[O:28])[O:23][C:24]([CH3:27])([CH3:26])[CH3:25])[N:3]=[C:4]2[CH:10]=[CH:9]1)([C:14]1[CH:20]=[CH:19][C:17]([CH3:18])=[CH:16][CH:15]=1)(=[O:13])=[O:12], predict the reactants needed to synthesize it. The reactants are: Br[C:2]1[N:3]=[C:4]2[CH:10]=[CH:9][N:8]([S:11]([C:14]3[CH:20]=[CH:19][C:17]([CH3:18])=[CH:16][CH:15]=3)(=[O:13])=[O:12])[C:5]2=[N:6][CH:7]=1.[C:21](=[O:28])([O:23][C:24]([CH3:27])([CH3:26])[CH3:25])[NH2:22].C(=O)([O-])[O-].[K+].[K+].